Predict the product of the given reaction. From a dataset of Forward reaction prediction with 1.9M reactions from USPTO patents (1976-2016). (1) The product is: [CH:40]1([CH2:39][CH2:38][O:37][C:19]2[CH:18]=[C:17]3[C:22](=[CH:21][CH:20]=2)[C:23]2[NH:24][C:25]([C:28]4[C:29]([Br:36])=[CH:30][C:31]([F:35])=[CH:32][C:33]=4[Br:34])=[N:26][C:27]=2[C:14]2[CH:13]=[CH:12][C:11]([CH2:10][C:9]([CH3:44])([OH:8])[CH3:43])=[CH:16][C:15]3=2)[CH2:42][CH2:41]1. Given the reactants [Si]([O:8][C:9]([CH3:44])([CH3:43])[CH2:10][C:11]1[CH:12]=[CH:13][C:14]2[C:27]3[N:26]=[C:25]([C:28]4[C:33]([Br:34])=[CH:32][C:31]([F:35])=[CH:30][C:29]=4[Br:36])[NH:24][C:23]=3[C:22]3[C:17](=[CH:18][C:19]([O:37][CH2:38][CH2:39][CH:40]4[CH2:42][CH2:41]4)=[CH:20][CH:21]=3)[C:15]=2[CH:16]=1)(C(C)(C)C)(C)C.[Si](OC(C)(C)CC1C=CC2C3N=C(C4C(Br)=CC=CC=4Br)NC=3C3C(=CC(OCC4CC4)=CC=3)C=2C=1)(C(C)(C)C)(C)C, predict the reaction product. (2) Given the reactants [CH2:1]([C:3]1[NH:4][C:5]([C:8]2[C:9](F)=[CH:10][C:11]([CH3:30])=[C:12]([C:14]([N:16]3[CH2:21][CH2:20][CH:19]([C:22]4[CH:29]=[CH:28][C:25]([C:26]#[N:27])=[CH:24][CH:23]=4)[CH2:18][CH2:17]3)=[O:15])[CH:13]=2)=[N:6][N:7]=1)[CH3:2].[CH3:32][S-:33].[Na+], predict the reaction product. The product is: [CH2:1]([C:3]1[NH:4][C:5]([C:8]2[C:9]([S:33][CH3:32])=[CH:10][C:11]([CH3:30])=[C:12]([CH:13]=2)[C:14]([N:16]2[CH2:21][CH2:20][CH:19]([C:22]3[CH:29]=[CH:28][C:25]([C:26]#[N:27])=[CH:24][CH:23]=3)[CH2:18][CH2:17]2)=[O:15])=[N:6][N:7]=1)[CH3:2]. (3) Given the reactants Br[C:2]1[C:3]([N:17]2[CH:21]=[CH:20][C:19]([C:22]([F:25])([F:24])[F:23])=[N:18]2)=[N:4][C:5]([NH:8][C:9]2[CH:14]=[CH:13][C:12]([F:15])=[C:11]([Cl:16])[CH:10]=2)=[N:6][CH:7]=1.[Br-].[CH3:27][O:28][C:29]1[N:34]=[C:33]([Zn+])[CH:32]=[CH:31][CH:30]=1, predict the reaction product. The product is: [Cl:16][C:11]1[CH:10]=[C:9]([NH:8][C:5]2[N:4]=[C:3]([N:17]3[CH:21]=[CH:20][C:19]([C:22]([F:25])([F:24])[F:23])=[N:18]3)[C:2]([C:33]3[CH:32]=[CH:31][CH:30]=[C:29]([O:28][CH3:27])[N:34]=3)=[CH:7][N:6]=2)[CH:14]=[CH:13][C:12]=1[F:15]. (4) Given the reactants [CH2:1]([C@H:5]([CH2:11]C([O-])=O)[CH2:6][C:7]([O:9][CH3:10])=[O:8])[CH:2]([CH3:4])[CH3:3].C([C@H](CC([O-])=O)CC(OC(C)(C)C)=O)C(C)C.C([N:34](CC)CC)C.C1(P(N=[N+]=[N-])(C2C=CC=CC=2)=O)C=CC=CC=1, predict the reaction product. The product is: [NH2:34][CH2:11][C@@H:5]([CH2:1][CH:2]([CH3:4])[CH3:3])[CH2:6][C:7]([O:9][CH3:10])=[O:8]. (5) The product is: [CH3:13][O:14][C:15]1[CH:16]=[CH:17][C:18]([S:21][C:22]2[CH:27]=[CH:26][C:25]([CH3:28])=[CH:24][C:23]=2[NH:29][C:2]2[C:3]3[C:8](=[N:7][C:6]([CH3:12])=[CH:5][CH:4]=3)[N:9]=[CH:10][CH:11]=2)=[CH:19][CH:20]=1. Given the reactants Cl[C:2]1[CH:11]=[CH:10][N:9]=[C:8]2[C:3]=1[CH:4]=[CH:5][C:6]([CH3:12])=[N:7]2.[CH3:13][O:14][C:15]1[CH:20]=[CH:19][C:18]([S:21][C:22]2[CH:27]=[CH:26][C:25]([CH3:28])=[CH:24][C:23]=2[NH2:29])=[CH:17][CH:16]=1, predict the reaction product. (6) Given the reactants C(OC(=O)[NH:7][C@H:8]1[CH2:13][CH2:12][C@H:11]([CH2:14][CH2:15][N:16]2[CH2:21][CH2:20][CH:19]([C:22](=[O:31])[C:23]3[CH:28]=[CH:27][C:26]([Cl:29])=[CH:25][C:24]=3[Cl:30])[CH2:18][CH2:17]2)[CH2:10][CH2:9]1)(C)(C)C.FC(F)(F)C(O)=O, predict the reaction product. The product is: [NH2:7][C@H:8]1[CH2:13][CH2:12][C@H:11]([CH2:14][CH2:15][N:16]2[CH2:17][CH2:18][CH:19]([C:22]([C:23]3[CH:28]=[CH:27][C:26]([Cl:29])=[CH:25][C:24]=3[Cl:30])=[O:31])[CH2:20][CH2:21]2)[CH2:10][CH2:9]1. (7) Given the reactants C([O:3][C:4](=O)[CH2:5][C:6]1[C:7]([CH2:18][CH:19]([CH3:21])[CH3:20])=[N:8][N:9]([C:12]2[CH:17]=[CH:16][CH:15]=[CH:14][N:13]=2)[C:10]=1[CH3:11])C.[H-].C([Al+]CC(C)C)C(C)C, predict the reaction product. The product is: [CH2:18]([C:7]1[C:6]([CH2:5][CH:4]=[O:3])=[C:10]([CH3:11])[N:9]([C:12]2[CH:17]=[CH:16][CH:15]=[CH:14][N:13]=2)[N:8]=1)[CH:19]([CH3:21])[CH3:20]. (8) Given the reactants F[C:2]1[CH:9]=[CH:8][C:5]([CH:6]=[O:7])=[CH:4][C:3]=1[N+:10]([O-:12])=[O:11].[CH2:13]([NH2:20])[C:14]1[CH:19]=[CH:18][CH:17]=[CH:16][CH:15]=1, predict the reaction product. The product is: [CH2:13]([NH:20][C:2]1[CH:9]=[CH:8][C:5]([CH:6]=[O:7])=[CH:4][C:3]=1[N+:10]([O-:12])=[O:11])[C:14]1[CH:19]=[CH:18][CH:17]=[CH:16][CH:15]=1. (9) Given the reactants O.[OH-].[Li+].C(OP([CH:12]1[C:21](=[O:22])[N:20]2[C@H:15]([CH2:16][CH2:17][CH2:18][C@H:19]2[C:23]2[CH:28]=[CH:27][CH:26]=[C:25]([F:29])[CH:24]=2)[CH2:14][CH2:13]1)(=O)OCC)C.[CH3:30][O:31][C:32]1[CH:33]=[C:34]([CH:37]=[CH:38][C:39]=1[N:40]1[CH:44]=[C:43]([CH3:45])[N:42]=[CH:41]1)[CH:35]=O.C(OCC)(=O)C, predict the reaction product. The product is: [F:29][C:25]1[CH:24]=[C:23]([C@@H:19]2[CH2:18][CH2:17][CH2:16][C@H:15]3[N:20]2[C:21](=[O:22])/[C:12](=[CH:35]/[C:34]2[CH:37]=[CH:38][C:39]([N:40]4[CH:44]=[C:43]([CH3:45])[N:42]=[CH:41]4)=[C:32]([O:31][CH3:30])[CH:33]=2)/[CH2:13][CH2:14]3)[CH:28]=[CH:27][CH:26]=1.